Dataset: Reaction yield outcomes from USPTO patents with 853,638 reactions. Task: Predict the reaction yield, written as a fraction of the theoretical maximum amount of product (1.0 means a 100% yield; for example, 0.34 means a 34% yield). (1) The reactants are [CH3:1][O:2][C:3](=[O:15])[C:4](=[N+]=[N-])[C:5]1[CH:10]=[CH:9][C:8]([Cl:11])=[C:7]([Cl:12])[CH:6]=1.ClCCl.[O:19]1[CH2:24][CH2:23][CH:22]([OH:25])[CH2:21][CH2:20]1. The catalyst is CC(O)=O.CC(O)=O.CC(O)=O.CC(O)=O.[Rh].[Rh].O. The product is [CH3:1][O:2][C:3](=[O:15])[CH:4]([C:5]1[CH:10]=[CH:9][C:8]([Cl:11])=[C:7]([Cl:12])[CH:6]=1)[O:25][CH:22]1[CH2:23][CH2:24][O:19][CH2:20][CH2:21]1. The yield is 0.750. (2) The reactants are [CH3:1][O:2][C:3]1[CH:8]=[CH:7][C:6]([CH2:9][C:10]([NH:12]/[N:13]=[C:14]2\[NH:15][C:16](=[O:28])[C:17]3[NH:18][CH:19]=[N:20][C:21]=3[N:22]\2[CH2:23][CH2:24][CH2:25][CH2:26][CH3:27])=O)=[CH:5][CH:4]=1. The catalyst is C1(C)C=CC=CC=1. The product is [CH3:1][O:2][C:3]1[CH:8]=[CH:7][C:6]([CH2:9][C:10]2[N:15]3[C:16](=[O:28])[C:17]4[NH:18][CH:19]=[N:20][C:21]=4[N:22]([CH2:23][CH2:24][CH2:25][CH2:26][CH3:27])[C:14]3=[N:13][N:12]=2)=[CH:5][CH:4]=1. The yield is 0.920.